The task is: Predict which catalyst facilitates the given reaction.. This data is from Catalyst prediction with 721,799 reactions and 888 catalyst types from USPTO. (1) Product: [OH:16][C:17]1[CH:18]=[C:19]([NH:20][CH:3]=[C:4]2[C:13]3[C:8](=[CH:9][CH:10]=[CH:11][CH:12]=3)[C:7](=[O:14])[NH:6][C:5]2=[O:15])[CH:21]=[CH:22][C:23]=1[OH:24]. Reactant: CO[CH:3]=[C:4]1[C:13]2[C:8](=[CH:9][CH:10]=[CH:11][CH:12]=2)[C:7](=[O:14])[NH:6][C:5]1=[O:15].[OH:16][C:17]1[CH:18]=[C:19]([CH:21]=[CH:22][C:23]=1[OH:24])[NH2:20]. The catalyst class is: 9. (2) Reactant: [F:1][C:2]1[C:7]([F:8])=[CH:6][CH:5]=[CH:4][C:3]=1[CH2:9][S:10][C:11]1[N:16]=[C:15]([NH:17][S:18]([N:21]2[CH2:24][CH2:23][CH2:22]2)(=[O:20])=[O:19])[CH:14]=[C:13]([O:25][CH2:26][C@@H:27]2[CH2:31][O:30]C(C)(C)[O:28]2)[N:12]=1.O.C1(C)C=CC(S([O-])(=O)=O)=CC=1.[NH+]1C=CC=CC=1. Product: [F:1][C:2]1[C:7]([F:8])=[CH:6][CH:5]=[CH:4][C:3]=1[CH2:9][S:10][C:11]1[N:16]=[C:15]([NH:17][S:18]([N:21]2[CH2:24][CH2:23][CH2:22]2)(=[O:20])=[O:19])[CH:14]=[C:13]([O:25][CH2:26][C@@H:27]([OH:28])[CH2:31][OH:30])[N:12]=1. The catalyst class is: 5. (3) Product: [Cl:20][C:21]1[CH:28]=[C:27]([O:9][CH:7]([C:6]2[S:5][C:4]([C:10]3[CH:15]=[CH:14][C:13]([C:16]([F:19])([F:18])[F:17])=[CH:12][CH:11]=3)=[N:3][C:2]=2[CH3:1])[CH3:8])[CH:26]=[CH:25][C:22]=1[C:23]#[N:24]. The catalyst class is: 7. Reactant: [CH3:1][C:2]1[N:3]=[C:4]([C:10]2[CH:15]=[CH:14][C:13]([C:16]([F:19])([F:18])[F:17])=[CH:12][CH:11]=2)[S:5][C:6]=1[CH:7]([OH:9])[CH3:8].[Cl:20][C:21]1[CH:28]=[C:27](O)[CH:26]=[CH:25][C:22]=1[C:23]#[N:24].C1(P(C2C=CC=CC=2)C2C=CC=CC=2)C=CC=CC=1.CCOC(/N=N/C(OCC)=O)=O. (4) Reactant: [CH3:1][C:2]1[N:7]=[C:6]([C:8]([O:10][CH3:11])=[O:9])[C:5](C(O)=O)=[CH:4][CH:3]=1.CC[N:17]([CH:21](C)C)C(C)C.P(N=[N+]=[N-])(OC1C=CC=CC=1)(OC1C=CC=CC=1)=[O:25].[CH3:43][C:44]([OH:47])([CH3:46])[CH3:45]. Product: [CH3:43][C:44]([O:47][C:21]([NH:17][C:5]1[C:6]([C:8]([O:10][CH3:11])=[O:9])=[N:7][C:2]([CH3:1])=[CH:3][CH:4]=1)=[O:25])([CH3:46])[CH3:45]. The catalyst class is: 691. (5) Reactant: C([O:3][C:4](=O)[CH2:5][CH2:6][C:7]1[CH:12]=[CH:11][C:10]([F:13])=[CH:9][CH:8]=1)C.[H-].[H-].[H-].[H-].[Li+].[Al+3]. Product: [F:13][C:10]1[CH:9]=[CH:8][C:7]([CH2:6][CH2:5][CH2:4][OH:3])=[CH:12][CH:11]=1. The catalyst class is: 1. (6) Reactant: O.C1(C)C=CC(S(O)(=O)=O)=CC=1.C[O:14][CH:15](OC)[C:16]1[C:43]([O:44]COC)=[C:42]([C:48]([F:51])([F:50])[F:49])[CH:41]=[CH:40][C:17]=1[CH2:18][O:19][C:20]1[CH:25]=[CH:24][C:23]([C:26]2[CH:31]=[CH:30][C:29]([CH2:32][C:33]([O:35][CH2:36][CH:37]=[CH2:38])=[O:34])=[CH:28][CH:27]=2)=[CH:22][C:21]=1[F:39]. Product: [F:39][C:21]1[CH:22]=[C:23]([C:26]2[CH:31]=[CH:30][C:29]([CH2:32][C:33]([O:35][CH2:36][CH:37]=[CH2:38])=[O:34])=[CH:28][CH:27]=2)[CH:24]=[CH:25][C:20]=1[O:19][CH2:18][C:17]1[CH:40]=[CH:41][C:42]([C:48]([F:51])([F:50])[F:49])=[C:43]([OH:44])[C:16]=1[CH:15]=[O:14]. The catalyst class is: 21. (7) Reactant: [OH:1][C:2]1([C:20]2[CH:25]=[CH:24][CH:23]=[CH:22][CH:21]=2)[CH2:19][CH:5]2[CH2:6][N:7](C(OCC3C=CC=CC=3)=O)[CH2:8][CH:4]2[CH2:3]1. Product: [C:20]1([C:2]2([OH:1])[CH2:19][CH:5]3[CH2:6][NH:7][CH2:8][CH:4]3[CH2:3]2)[CH:21]=[CH:22][CH:23]=[CH:24][CH:25]=1. The catalyst class is: 29.